Dataset: Forward reaction prediction with 1.9M reactions from USPTO patents (1976-2016). Task: Predict the product of the given reaction. Given the reactants [F:1][C:2]1[CH:3]=[CH:4][C:5]([C:8]2[C:12]([CH2:13][CH2:14][C:15]3[S:16][C:17]([C:20]([OH:22])=O)=[CH:18][N:19]=3)=[C:11]([CH3:23])[O:10][N:9]=2)=[N:6][CH:7]=1.[F:24][C:25]([F:29])([F:28])[CH2:26][NH2:27], predict the reaction product. The product is: [F:24][C:25]([F:29])([F:28])[CH2:26][NH:27][C:20]([C:17]1[S:16][C:15]([CH2:14][CH2:13][C:12]2[C:8]([C:5]3[CH:4]=[CH:3][C:2]([F:1])=[CH:7][N:6]=3)=[N:9][O:10][C:11]=2[CH3:23])=[N:19][CH:18]=1)=[O:22].